Dataset: Forward reaction prediction with 1.9M reactions from USPTO patents (1976-2016). Task: Predict the product of the given reaction. The product is: [F:19][C:20]1[CH:32]=[C:31](/[CH:33]=[CH:37]/[C:36]([F:53])([F:52])[F:35])[CH:30]=[CH:29][C:21]=1[C:22]([O:24][C:25]([CH3:28])([CH3:27])[CH3:26])=[O:23]. Given the reactants CCCC[N+](CCCC)(CCCC)CCCC.[F-].[F:19][C:20]1[CH:32]=[C:31]([CH:33]=O)[CH:30]=[CH:29][C:21]=1[C:22]([O:24][C:25]([CH3:28])([CH3:27])[CH3:26])=[O:23].[F:35][C:36]([F:53])([F:52])[CH2:37]P(=O)(C1C=CC=CC=1)C1C=CC=CC=1, predict the reaction product.